Dataset: Full USPTO retrosynthesis dataset with 1.9M reactions from patents (1976-2016). Task: Predict the reactants needed to synthesize the given product. (1) The reactants are: [F:1][C:2]([F:16])([C:8]1[CH:9]=[N:10][N:11]([CH3:15])[C:12](=[O:14])[CH:13]=1)[C:3]([O:5]CC)=[O:4].Cl. Given the product [F:16][C:2]([F:1])([C:8]1[CH:9]=[N:10][N:11]([CH3:15])[C:12](=[O:14])[CH:13]=1)[C:3]([OH:5])=[O:4], predict the reactants needed to synthesize it. (2) Given the product [N:1]1[CH:6]=[CH:5][C:4]([CH2:7][C:8]2[N:14]3[N:15]=[C:16]([C:19]4[S:20][CH:21]=[CH:22][CH:23]=4)[CH:17]=[CH:18][C:13]3=[N:11][N:10]=2)=[CH:3][CH:2]=1, predict the reactants needed to synthesize it. The reactants are: [N:1]1[CH:6]=[CH:5][C:4]([CH2:7][C:8]([NH:10][NH2:11])=O)=[CH:3][CH:2]=1.Cl[C:13]1[N:14]=[N:15][C:16]([C:19]2[S:20][CH:21]=[CH:22][CH:23]=2)=[CH:17][CH:18]=1.